This data is from Reaction yield outcomes from USPTO patents with 853,638 reactions. The task is: Predict the reaction yield, written as a fraction of the theoretical maximum amount of product (1.0 means a 100% yield; for example, 0.34 means a 34% yield). (1) The reactants are [CH2:1]([C@@H:8]1[C@@H:16]([CH2:17][O:18][CH2:19][C:20]([CH3:22])=[CH2:21])[C@H:15]([CH3:23])[O:14][C:13](=[O:24])[C@@H:12]([NH:25][C:26](=[O:32])[O:27][C:28]([CH3:31])([CH3:30])[CH3:29])[CH2:11][O:10][CH2:9]1)[C:2]1[CH:7]=[CH:6][CH:5]=[CH:4][CH:3]=1. The catalyst is [Pd].CCOC(C)=O. The product is [CH2:1]([C@@H:8]1[C@@H:16]([CH2:17][O:18][CH2:19][CH:20]([CH3:22])[CH3:21])[C@H:15]([CH3:23])[O:14][C:13](=[O:24])[C@@H:12]([NH:25][C:26](=[O:32])[O:27][C:28]([CH3:30])([CH3:29])[CH3:31])[CH2:11][O:10][CH2:9]1)[C:2]1[CH:7]=[CH:6][CH:5]=[CH:4][CH:3]=1. The yield is 0.970. (2) The reactants are [CH2:1]([N:8]1[C:12](=[O:13])[C:11](=[CH:14][N:15]([CH3:24])[C:16]2[CH:21]=[CH:20][C:19]([O:22]C)=[CH:18][CH:17]=2)[S:10][C:9]1=[S:25])[C:2]1[CH:7]=[CH:6][CH:5]=[CH:4][CH:3]=1.B(Br)(Br)Br. The catalyst is C(Cl)Cl. The product is [CH2:1]([N:8]1[C:12](=[O:13])[C:11](=[CH:14][N:15]([CH3:24])[C:16]2[CH:17]=[CH:18][C:19]([OH:22])=[CH:20][CH:21]=2)[S:10][C:9]1=[S:25])[C:2]1[CH:3]=[CH:4][CH:5]=[CH:6][CH:7]=1. The yield is 0.670. (3) The product is [C:23]([N:15]([C:12]1[N:13]=[CH:14][C:6]2[C:5]3[S:27][C:2]([C:36](=[O:37])[NH:35][C:30]4[CH:31]=[CH:32][CH:33]=[CH:34][C:29]=4[Cl:28])=[CH:3][C:4]=3[CH2:10][CH2:9][O:8][C:7]=2[CH:11]=1)[C:16](=[O:22])[O:17][C:18]([CH3:19])([CH3:20])[CH3:21])([CH3:24])([CH3:26])[CH3:25]. No catalyst specified. The yield is 0.610. The reactants are Br[C:2]1[S:27][C:5]2[C:6]3[CH:14]=[N:13][C:12]([N:15]([C:23]([CH3:26])([CH3:25])[CH3:24])[C:16](=[O:22])[O:17][C:18]([CH3:21])([CH3:20])[CH3:19])=[CH:11][C:7]=3[O:8][CH2:9][CH2:10][C:4]=2[CH:3]=1.[Cl:28][C:29]1[CH:34]=[CH:33][CH:32]=[CH:31][C:30]=1[N:35]=[C:36]=[O:37]. (4) The reactants are [NH:1]1[C:9]2[C:4](=[CH:5][C:6]([C:10]3([C:13]([O:15]C)=[O:14])[CH2:12][CH2:11]3)=[CH:7][CH:8]=2)[CH:3]=[CH:2]1.[Li+].[OH-].Cl. The catalyst is CO.O. The product is [NH:1]1[C:9]2[C:4](=[CH:5][C:6]([C:10]3([C:13]([OH:15])=[O:14])[CH2:12][CH2:11]3)=[CH:7][CH:8]=2)[CH:3]=[CH:2]1. The yield is 0.870.